Dataset: Peptide-MHC class II binding affinity with 134,281 pairs from IEDB. Task: Regression. Given a peptide amino acid sequence and an MHC pseudo amino acid sequence, predict their binding affinity value. This is MHC class II binding data. (1) The peptide sequence is VTLEADVILPIGTRS. The MHC is HLA-DQA10201-DQB10301 with pseudo-sequence HLA-DQA10201-DQB10301. The binding affinity (normalized) is 0.304. (2) The MHC is DRB1_0401 with pseudo-sequence DRB1_0401. The binding affinity (normalized) is 0.191. The peptide sequence is IPAGELQIIDKIDAA. (3) The peptide sequence is KLCPNNLCCSQWGWC. The MHC is DRB1_0401 with pseudo-sequence DRB1_0401. The binding affinity (normalized) is 0.0567. (4) The peptide sequence is DFLAKKGGEAMDTIS. The MHC is DRB1_0901 with pseudo-sequence DRB1_0901. The binding affinity (normalized) is 0.400. (5) The peptide sequence is SDAKTLVLNIKYTRP. The MHC is HLA-DQA10102-DQB10502 with pseudo-sequence HLA-DQA10102-DQB10502. The binding affinity (normalized) is 0.